Dataset: Catalyst prediction with 721,799 reactions and 888 catalyst types from USPTO. Task: Predict which catalyst facilitates the given reaction. (1) Reactant: [CH3:1][CH:2]1[CH2:7][CH2:6][C:5](=O)[CH2:4][CH2:3]1.C[N:10]1[CH:15]=[C:14]([N+:16]([O-:18])=[O:17])[CH:13]=C([N+]([O-])=O)C1=O.N. Product: [CH3:1][CH:2]1[CH2:7][CH2:6][C:5]2[N:10]=[CH:15][C:14]([N+:16]([O-:18])=[O:17])=[CH:13][C:4]=2[CH2:3]1. The catalyst class is: 22. (2) Reactant: [F:1][C:2]1([F:30])[CH2:4][CH:3]1[CH2:5][N:6]1[C:10]2[CH:11]=[CH:12][C:13]([C:15]3[N:20]=[C:19]([C:21](OCC)=[O:22])[CH:18]=[CH:17][C:16]=3[CH3:26])=[CH:14][C:9]=2[N:8]([CH3:27])[S:7]1(=[O:29])=[O:28].CC(C[AlH]CC(C)C)C. Product: [F:30][C:2]1([F:1])[CH2:4][CH:3]1[CH2:5][N:6]1[C:10]2[CH:11]=[CH:12][C:13]([C:15]3[N:20]=[C:19]([CH2:21][OH:22])[CH:18]=[CH:17][C:16]=3[CH3:26])=[CH:14][C:9]=2[N:8]([CH3:27])[S:7]1(=[O:28])=[O:29]. The catalyst class is: 1. (3) Reactant: [CH:1]1([OH:5])[CH2:4][CH2:3][CH2:2]1.[C:6](N1C=CN=C1)(N1C=CN=C1)=[O:7].[CH3:18][N:19]([CH2:26][C:27]1[CH:32]=[CH:31][C:30]([C:33]2[CH:38]=[CH:37][C:36]([S:39]([CH3:42])(=[O:41])=[O:40])=[CH:35][CH:34]=2)=[CH:29][N:28]=1)[CH:20]1[CH2:25][CH2:24][NH:23][CH2:22][CH2:21]1. Product: [CH3:18][N:19]([CH2:26][C:27]1[CH:32]=[CH:31][C:30]([C:33]2[CH:38]=[CH:37][C:36]([S:39]([CH3:42])(=[O:41])=[O:40])=[CH:35][CH:34]=2)=[CH:29][N:28]=1)[CH:20]1[CH2:25][CH2:24][N:23]([C:6]([O:5][CH:1]2[CH2:4][CH2:3][CH2:2]2)=[O:7])[CH2:22][CH2:21]1. The catalyst class is: 2. (4) Reactant: C([O:4][C@H:5]1[CH2:22][CH2:21][C@@:20]2([CH3:23])[C@@H:7]([CH2:8][CH2:9][C@:10]3([CH3:40])[C@@H:19]2[CH2:18][CH2:17][C@H:16]2[C@@:11]3([CH3:39])[CH2:12][CH2:13][C@@:14]3(/[CH:31]=[C:32](\[CH3:38])/[C:33]([O:35]CC)=[O:34])[CH2:26][C:25](=[O:27])[C:24]([CH:28]([CH3:30])[CH3:29])=[C:15]32)[C:6]1([CH3:42])[CH3:41])(=O)C.[OH-].[Na+]. Product: [OH:4][C@H:5]1[CH2:22][CH2:21][C@@:20]2([CH3:23])[C@@H:7]([CH2:8][CH2:9][C@:10]3([CH3:40])[C@@H:19]2[CH2:18][CH2:17][C@H:16]2[C@@:11]3([CH3:39])[CH2:12][CH2:13][C@@:14]3(/[CH:31]=[C:32](\[CH3:38])/[C:33]([OH:35])=[O:34])[CH2:26][C:25](=[O:27])[C:24]([CH:28]([CH3:30])[CH3:29])=[C:15]32)[C:6]1([CH3:42])[CH3:41]. The catalyst class is: 87. (5) Reactant: [CH3:1][O:2][C:3]([C:5]1[C:6]2[CH:7]=[CH:8][N:9]([CH:16]([CH3:18])[CH3:17])[C:10]=2[CH:11]=[C:12]([O:14]C)[CH:13]=1)=[O:4].[Cl-].[Al+3].[Cl-].[Cl-]. Product: [CH3:1][O:2][C:3]([C:5]1[C:6]2[CH:7]=[CH:8][N:9]([CH:16]([CH3:18])[CH3:17])[C:10]=2[CH:11]=[C:12]([OH:14])[CH:13]=1)=[O:4]. The catalyst class is: 93. (6) Reactant: Cl[C:2]1[C:7]2=[CH:8][N:9]([C:11]3[C:16]([Cl:17])=[CH:15][CH:14]=[CH:13][C:12]=3[Cl:18])[N:10]=[C:6]2[CH:5]=[CH:4][N:3]=1.[NH2:19][C:20]1[CH:25]=[C:24]([CH3:26])[N:23]=[C:22]([CH3:27])[N:21]=1.CC1(C)C2C(=C(P(C3C=CC=CC=3)C3C=CC=CC=3)C=CC=2)OC2C(P(C3C=CC=CC=3)C3C=CC=CC=3)=CC=CC1=2.C(=O)([O-])[O-].[Cs+].[Cs+]. Product: [Cl:18][C:12]1[CH:13]=[CH:14][CH:15]=[C:16]([Cl:17])[C:11]=1[N:9]1[CH:8]=[C:7]2[C:2]([NH:19][C:20]3[CH:25]=[C:24]([CH3:26])[N:23]=[C:22]([CH3:27])[N:21]=3)=[N:3][CH:4]=[CH:5][C:6]2=[N:10]1. The catalyst class is: 62.